From a dataset of Catalyst prediction with 721,799 reactions and 888 catalyst types from USPTO. Predict which catalyst facilitates the given reaction. (1) Reactant: ClC(OC(Cl)=O)C.[CH2:8]([N:15]1[C:22](=[O:23])[CH:21]2[CH:17]([CH2:18][N:19](CC3C=CC=CC=3)[CH2:20]2)[C:16]1=[O:31])[C:9]1[CH:14]=[CH:13][CH:12]=[CH:11][CH:10]=1. Product: [CH2:8]([N:15]1[C:16](=[O:31])[CH:17]2[CH:21]([CH2:20][NH:19][CH2:18]2)[C:22]1=[O:23])[C:9]1[CH:10]=[CH:11][CH:12]=[CH:13][CH:14]=1. The catalyst class is: 4. (2) Reactant: [C:1]1([Li])[CH:6]=[CH:5][CH:4]=[CH:3][CH:2]=1.[CH2:8]([O:10][C:11](=[O:25])[C:12]([C:23]#[N:24])=[C:13]1[CH2:22][CH2:21][C:16]2([O:20][CH2:19][CH2:18][O:17]2)[CH2:15][CH2:14]1)[CH3:9].C1C(C=O)=CC=C(Br)C=1. Product: [CH2:8]([O:10][C:11](=[O:25])[CH:12]([C:23]#[N:24])[C:13]1([C:1]2[CH:6]=[CH:5][CH:4]=[CH:3][CH:2]=2)[CH2:14][CH2:15][C:16]2([O:17][CH2:18][CH2:19][O:20]2)[CH2:21][CH2:22]1)[CH3:9]. The catalyst class is: 804. (3) Reactant: [I-:1].[CH3:2][C:3]1([CH3:48])[O:8][C:7]2[CH:9]=[CH:10][C:11]([C@@H:13]([OH:47])[CH2:14][N:15](C(=O)OCC3C=CC=CC=3)[CH2:16][CH2:17][CH2:18][CH2:19][CH2:20][CH2:21][O:22][CH2:23][CH2:24][O:25][CH2:26][C:27]3[CH:28]=[C:29]([N+:33]([CH3:36])([CH3:35])[CH3:34])[CH:30]=[CH:31][CH:32]=3)=[CH:12][C:6]=2[CH2:5][O:4]1. Product: [I-:1].[CH3:2][C:3]1([CH3:48])[O:8][C:7]2[CH:9]=[CH:10][C:11]([C@@H:13]([OH:47])[CH2:14][NH:15][CH2:16][CH2:17][CH2:18][CH2:19][CH2:20][CH2:21][O:22][CH2:23][CH2:24][O:25][CH2:26][C:27]3[CH:28]=[C:29]([N+:33]([CH3:36])([CH3:35])[CH3:34])[CH:30]=[CH:31][CH:32]=3)=[CH:12][C:6]=2[CH2:5][O:4]1. The catalyst class is: 8. (4) Reactant: C[O:2][C:3]1[N:8]=[CH:7][C:6]([C:9]2[N:13]=[C:12]([C:14]3[CH:19]=[CH:18][C:17]([C:20]([F:23])([F:22])[F:21])=[CH:16][CH:15]=3)[N:11]([CH3:24])[C:10]=2[C:25]([N:27]2[CH2:32][CH2:31][CH:30]([N:33]3[CH2:37][CH2:36][CH2:35][CH2:34]3)[CH2:29][CH2:28]2)=[O:26])=[CH:5][N:4]=1.B(Br)(Br)Br.C(=O)([O-])O.[Na+]. Product: [OH:2][C:3]1[N:8]=[CH:7][C:6]([C:9]2[N:13]=[C:12]([C:14]3[CH:19]=[CH:18][C:17]([C:20]([F:22])([F:21])[F:23])=[CH:16][CH:15]=3)[N:11]([CH3:24])[C:10]=2[C:25]([N:27]2[CH2:28][CH2:29][CH:30]([N:33]3[CH2:37][CH2:36][CH2:35][CH2:34]3)[CH2:31][CH2:32]2)=[O:26])=[CH:5][N:4]=1. The catalyst class is: 2. (5) Reactant: [N+:1]([C:4]1[C:9]([O:10][CH3:11])=[CH:8][CH:7]=[CH:6][N:5]=1)([O-])=O. Product: [NH2:1][C:4]1[C:9]([O:10][CH3:11])=[CH:8][CH:7]=[CH:6][N:5]=1. The catalyst class is: 582. (6) Reactant: [O:1]1[CH2:6][CH2:5][N:4]([C:7]2[CH:8]=[C:9]([N:13]3[C:17]([C:18]4[CH:23]=[CH:22][CH:21]=[CH:20][CH:19]=4)=[C:16]([C:24]([OH:26])=O)[N:15]=[CH:14]3)[CH:10]=[CH:11][CH:12]=2)[CH2:3][CH2:2]1.[CH2:27]([N:34]1[CH2:39][CH2:38][NH:37][C@H:36]([CH2:40][C:41]2[CH:51]=[CH:50][C:44]([C:45]([O:47][CH2:48][CH3:49])=[O:46])=[CH:43][CH:42]=2)[CH2:35]1)[C:28]1[CH:33]=[CH:32][CH:31]=[CH:30][CH:29]=1.CCN=C=NCCCN(C)C.Cl.C1C=CC2N(O)N=NC=2C=1.C(=O)(O)[O-].[Na+]. Product: [CH2:27]([N:34]1[CH2:39][CH2:38][N:37]([C:24]([C:16]2[N:15]=[CH:14][N:13]([C:9]3[CH:10]=[CH:11][CH:12]=[C:7]([N:4]4[CH2:5][CH2:6][O:1][CH2:2][CH2:3]4)[CH:8]=3)[C:17]=2[C:18]2[CH:23]=[CH:22][CH:21]=[CH:20][CH:19]=2)=[O:26])[C@H:36]([CH2:40][C:41]2[CH:42]=[CH:43][C:44]([C:45]([O:47][CH2:48][CH3:49])=[O:46])=[CH:50][CH:51]=2)[CH2:35]1)[C:28]1[CH:29]=[CH:30][CH:31]=[CH:32][CH:33]=1. The catalyst class is: 3.